The task is: Predict the product of the given reaction.. This data is from Forward reaction prediction with 1.9M reactions from USPTO patents (1976-2016). (1) Given the reactants [CH:1]([C:3]1[CH:8]=[CH:7][C:6](B(O)O)=[CH:5][CH:4]=1)=[CH2:2].Cl[C:13]1[CH:18]=[CH:17][C:16]([C:19]2[CH:24]=[CH:23][N:22]=[CH:21][CH:20]=2)=[CH:15][CH:14]=1.F[K].C(P)(C)(C)C.P(C(C)(C)C)(C(C)(C)C)C(C)(C)C, predict the reaction product. The product is: [CH:1]([C:3]1[CH:8]=[CH:7][C:6]([C:13]2[CH:14]=[CH:15][C:16]([C:19]3[CH:20]=[CH:21][N:22]=[CH:23][CH:24]=3)=[CH:17][CH:18]=2)=[CH:5][CH:4]=1)=[CH2:2]. (2) The product is: [CH:17]1([N:16]2[C:15]3[C:14]4[CH:13]=[CH:12][CH:11]=[C:10]([O:22][CH3:23])[C:9]=4[N:8]=[CH:7][C:6]=3[C:4](=[O:5])[N:24]([C:27]3[CH:32]=[CH:31][C:30]([O:33][C:34]([F:35])([F:37])[F:36])=[CH:29][CH:28]=3)[C:25]2=[O:26])[CH2:18][CH2:19][CH2:20][CH2:21]1. Given the reactants C(O[C:4]([C:6]1[CH:7]=[N:8][C:9]2[C:14]([C:15]=1[NH:16][CH:17]1[CH2:21][CH2:20][CH2:19][CH2:18]1)=[CH:13][CH:12]=[CH:11][C:10]=2[O:22][CH3:23])=[O:5])C.[N:24]([C:27]1[CH:32]=[CH:31][C:30]([O:33][C:34]([F:37])([F:36])[F:35])=[CH:29][CH:28]=1)=[C:25]=[O:26], predict the reaction product. (3) The product is: [C:1]1([O-:11])[C:10]2[C:5](=[CH:6][CH:7]=[CH:8][CH:9]=2)[CH:4]=[CH:3][CH:2]=1.[Na+:12].[F:30][CH2:29][CH2:28][O:27][C:2]1[CH:3]=[CH:4][C:5]2[C:10](=[CH:9][CH:8]=[CH:7][CH:6]=2)[C:1]=1[OH:11]. Given the reactants [C:1]1([O-:11])[C:10]2[C:5](=[CH:6][CH:7]=[CH:8][CH:9]=2)[CH:4]=[CH:3][CH:2]=1.[Na+:12].C(C1C=C(C)C(S([O:27][CH2:28][CH2:29][F:30])(=O)=O)=C(C)C=1)(C)(C)C.CCCCCC.CCOCC, predict the reaction product. (4) Given the reactants C[O:2][C:3](=[O:42])[C:4]1[CH:9]=[CH:8][C:7]([CH2:10][NH:11][C:12]([N:14]2[CH2:18][C@@H:17]([CH2:19][C:20]([CH3:23])([CH3:22])[CH3:21])[C@@:16]([C:26]3[CH:31]=[CH:30][C:29]([Cl:32])=[CH:28][C:27]=3[F:33])([C:24]#[N:25])[C@H:15]2[C:34]2[CH:39]=[CH:38][CH:37]=[C:36]([Cl:40])[C:35]=2[Cl:41])=[O:13])=[CH:6][CH:5]=1.[Li+].[OH-], predict the reaction product. The product is: [Cl:32][C:29]1[CH:30]=[CH:31][C:26]([C@@:16]2([C:24]#[N:25])[C@H:17]([CH2:19][C:20]([CH3:23])([CH3:21])[CH3:22])[CH2:18][N:14]([C:12]([NH:11][CH2:10][C:7]3[CH:8]=[CH:9][C:4]([C:3]([OH:42])=[O:2])=[CH:5][CH:6]=3)=[O:13])[C@@H:15]2[C:34]2[CH:39]=[CH:38][CH:37]=[C:36]([Cl:40])[C:35]=2[Cl:41])=[C:27]([F:33])[CH:28]=1. (5) Given the reactants [CH3:1][N:2]([CH3:37])[CH2:3][CH2:4][N:5]1[CH:9]=[C:8]([C:10]2[CH:36]=[CH:35][C:13]3[N:14]([C:17]4[CH:18]=[C:19]([NH:31]C(=O)C)[CH:20]=[C:21]([C:23]5[CH:28]=[CH:27][C:26]([F:29])=[CH:25][C:24]=5[F:30])[CH:22]=4)[CH:15]=[N:16][C:12]=3[CH:11]=2)[CH:7]=[N:6]1.[OH-].[Na+], predict the reaction product. The product is: [CH3:1][N:2]([CH3:37])[CH2:3][CH2:4][N:5]1[CH:9]=[C:8]([C:10]2[CH:36]=[CH:35][C:13]3[N:14]([C:17]4[CH:18]=[C:19]([NH2:31])[CH:20]=[C:21]([C:23]5[CH:28]=[CH:27][C:26]([F:29])=[CH:25][C:24]=5[F:30])[CH:22]=4)[CH:15]=[N:16][C:12]=3[CH:11]=2)[CH:7]=[N:6]1. (6) The product is: [CH2:9]([N:8]1[CH2:7][C:6](=[O:23])[NH:5][CH:4]([CH2:24][C:25]2[CH:30]=[CH:29][CH:28]=[CH:27][CH:26]=2)[C:16]1=[O:17])[C:10]1[CH:15]=[CH:14][CH:13]=[CH:12][CH:11]=1. Given the reactants COC(=O)[C@H:4]([CH2:24][C:25]1[CH:30]=[CH:29][CH:28]=[CH:27][CH:26]=1)[NH:5][C:6](=[O:23])[CH2:7][N:8]([C:16](OC(C)(C)C)=[O:17])[CH2:9][C:10]1[CH:15]=[CH:14][CH:13]=[CH:12][CH:11]=1.S(Cl)(Cl)=O, predict the reaction product. (7) Given the reactants [Br:1][C:2]1[CH:8]=[CH:7][CH:6]=[CH:5][C:3]=1[NH2:4].C(=O)([O-])[O-].[K+].[K+].Br[CH:16]1[CH2:21][CH2:20][CH2:19][CH:18]=[CH:17]1, predict the reaction product. The product is: [Br:1][C:2]1[CH:8]=[CH:7][CH:6]=[CH:5][C:3]=1[NH:4][CH:21]1[CH2:20][CH2:19][CH2:18][CH:17]=[CH:16]1.